This data is from Full USPTO retrosynthesis dataset with 1.9M reactions from patents (1976-2016). The task is: Predict the reactants needed to synthesize the given product. (1) The reactants are: Br[C:2]1[CH:43]=[CH:42][C:5]([CH2:6][C:7]2[N:8]([C:20]3[CH:25]=[CH:24][C:23]([N:26]4[S:30](=[O:32])(=[O:31])[N:29]([CH2:33][O:34][CH2:35][CH2:36][Si:37]([CH3:40])([CH3:39])[CH3:38])[C:28](=[O:41])[CH2:27]4)=[CH:22][CH:21]=3)[CH:9]=[C:10]([C:12]3[CH:17]=[CH:16][C:15]([Cl:18])=[CH:14][C:13]=3[Cl:19])[N:11]=2)=[CH:4][CH:3]=1.[NH2:44][C:45]1[CH:50]=[CH:49][C:48](B(O)O)=[CH:47][CH:46]=1. Given the product [NH2:44][C:45]1[CH:50]=[CH:49][C:48]([C:2]2[CH:43]=[CH:42][C:5]([CH2:6][C:7]3[N:8]([C:20]4[CH:25]=[CH:24][C:23]([N:26]5[S:30](=[O:31])(=[O:32])[N:29]([CH2:33][O:34][CH2:35][CH2:36][Si:37]([CH3:40])([CH3:39])[CH3:38])[C:28](=[O:41])[CH2:27]5)=[CH:22][CH:21]=4)[CH:9]=[C:10]([C:12]4[CH:17]=[CH:16][C:15]([Cl:18])=[CH:14][C:13]=4[Cl:19])[N:11]=3)=[CH:4][CH:3]=2)=[CH:47][CH:46]=1, predict the reactants needed to synthesize it. (2) The reactants are: [Si:1]([O:18][CH2:19][CH2:20][N:21]1[CH2:26][CH2:25][N:24]([C:27](=O)[CH2:28][C@@H:29]([NH:38][C:39]2[CH:44]=[CH:43][C:42]([S:45]([NH2:48])(=[O:47])=[O:46])=[CH:41][C:40]=2[S:49]([C:52]([F:55])([F:54])[F:53])(=[O:51])=[O:50])[CH2:30][S:31][C:32]2[CH:37]=[CH:36][CH:35]=[CH:34][CH:33]=2)[CH2:23][CH2:22]1)([C:14]([CH3:17])([CH3:16])[CH3:15])([C:8]1[CH:13]=[CH:12][CH:11]=[CH:10][CH:9]=1)[C:2]1[CH:7]=[CH:6][CH:5]=[CH:4][CH:3]=1.B.C1COCC1. Given the product [Si:1]([O:18][CH2:19][CH2:20][N:21]1[CH2:26][CH2:25][N:24]([CH2:27][CH2:28][C@@H:29]([NH:38][C:39]2[CH:44]=[CH:43][C:42]([S:45]([NH2:48])(=[O:46])=[O:47])=[CH:41][C:40]=2[S:49]([C:52]([F:54])([F:53])[F:55])(=[O:50])=[O:51])[CH2:30][S:31][C:32]2[CH:37]=[CH:36][CH:35]=[CH:34][CH:33]=2)[CH2:23][CH2:22]1)([C:14]([CH3:15])([CH3:16])[CH3:17])([C:8]1[CH:9]=[CH:10][CH:11]=[CH:12][CH:13]=1)[C:2]1[CH:7]=[CH:6][CH:5]=[CH:4][CH:3]=1, predict the reactants needed to synthesize it. (3) Given the product [C:12]([O:16][C:17]([N:19]1[CH2:20][CH2:21][C:22]([C:4](=[O:6])[CH2:3][C:1]#[N:2])([C:28]2[CH:33]=[CH:32][CH:31]=[CH:30][CH:29]=2)[CH2:23][CH2:24]1)=[O:18])([CH3:15])([CH3:13])[CH3:14], predict the reactants needed to synthesize it. The reactants are: [C:1]([CH2:3][C:4]([OH:6])=O)#[N:2].C([Mg]Cl)(C)C.[C:12]([O:16][C:17]([N:19]1[CH2:24][CH2:23][C:22]([C:28]2[CH:33]=[CH:32][CH:31]=[CH:30][CH:29]=2)(C(O)=O)[CH2:21][CH2:20]1)=[O:18])([CH3:15])([CH3:14])[CH3:13].C(N1C=CN=C1)(N1C=CN=C1)=O.